This data is from Merck oncology drug combination screen with 23,052 pairs across 39 cell lines. The task is: Regression. Given two drug SMILES strings and cell line genomic features, predict the synergy score measuring deviation from expected non-interaction effect. (1) Drug 1: O=C(O)C1(Cc2cccc(Nc3nccs3)n2)CCC(Oc2cccc(Cl)c2F)CC1. Drug 2: NC1CCCCC1N.O=C(O)C(=O)O.[Pt+2]. Cell line: UACC62. Synergy scores: synergy=-10.3. (2) Drug 1: O=C(O)C1(Cc2cccc(Nc3nccs3)n2)CCC(Oc2cccc(Cl)c2F)CC1. Drug 2: CCc1cnn2c(NCc3ccc[n+]([O-])c3)cc(N3CCCCC3CCO)nc12. Cell line: EFM192B. Synergy scores: synergy=-0.413.